From a dataset of Full USPTO retrosynthesis dataset with 1.9M reactions from patents (1976-2016). Predict the reactants needed to synthesize the given product. (1) Given the product [Cl:1][C:2]1[CH:3]=[C:4]([C:8]2[CH:13]=[CH:12][C:11]([C:14]3[CH:19]=[CH:18][C:17]([O:20][C:21]([F:24])([F:23])[F:22])=[CH:16][CH:15]=3)=[CH:10][C:9]=2[CH2:25][CH2:26][C:27]2[CH:35]=[CH:34][C:30]([C:31]([NH:50][C:49]3[NH:48][N:47]=[N:46][N:45]=3)=[O:32])=[CH:29][CH:28]=2)[CH:5]=[CH:6][CH:7]=1, predict the reactants needed to synthesize it. The reactants are: [Cl:1][C:2]1[CH:3]=[C:4]([C:8]2[CH:13]=[CH:12][C:11]([C:14]3[CH:19]=[CH:18][C:17]([O:20][C:21]([F:24])([F:23])[F:22])=[CH:16][CH:15]=3)=[CH:10][C:9]=2[CH2:25][CH2:26][C:27]2[CH:35]=[CH:34][C:30]([C:31](O)=[O:32])=[CH:29][CH:28]=2)[CH:5]=[CH:6][CH:7]=1.CCN(C(C)C)C(C)C.[NH:45]1[C:49]([NH2:50])=[N:48][N:47]=[N:46]1.F[P-](F)(F)(F)(F)F.N1(O[P+](N(C)C)(N(C)C)N(C)C)C2C=CC=CC=2N=N1. (2) Given the product [CH2:1]([N:8]1[CH2:9][CH2:10][C:11]2([CH2:14][N:13]([C:30](=[O:31])[CH2:29][N:26]3[CH2:27][CH2:28][C:24]([C:21]4[CH:22]=[CH:23][C:18]([F:17])=[CH:19][CH:20]=4)([C:34]4[CH:35]=[CH:36][C:37]([F:40])=[CH:38][CH:39]=4)[C:25]3=[O:33])[CH2:12]2)[CH2:15][CH2:16]1)[C:2]1[CH:3]=[CH:4][CH:5]=[CH:6][CH:7]=1, predict the reactants needed to synthesize it. The reactants are: [CH2:1]([N:8]1[CH2:16][CH2:15][C:11]2([CH2:14][NH:13][CH2:12]2)[CH2:10][CH2:9]1)[C:2]1[CH:7]=[CH:6][CH:5]=[CH:4][CH:3]=1.[F:17][C:18]1[CH:23]=[CH:22][C:21]([C:24]2([C:34]3[CH:39]=[CH:38][C:37]([F:40])=[CH:36][CH:35]=3)[CH2:28][CH2:27][N:26]([CH2:29][C:30](O)=[O:31])[C:25]2=[O:33])=[CH:20][CH:19]=1.C(N=C=NCCCN(C)C)C.CN1CCOCC1. (3) Given the product [C:48]([O:52][C:53]([NH:55][C@@H:56]1[CH2:61][C@H:60]([NH:62][C:63]([O:65][C:66]([CH3:69])([CH3:68])[CH3:67])=[O:64])[CH2:59][N:58]([C:70]2[CH:75]=[C:74]([NH:76][C:77]3[CH:82]=[CH:81][C:80]([NH:83][C:12]([C:3]4[CH:4]=[CH:5][C:6]5[C:11](=[CH:10][CH:9]=[CH:8][CH:7]=5)[C:2]=4[OH:1])=[O:14])=[CH:79][CH:78]=3)[CH:73]=[C:72]([N:84]3[CH2:89][C@@H:88]([NH:90][C:91]([O:93][C:94]([CH3:97])([CH3:96])[CH3:95])=[O:92])[CH2:87][C@@H:86]([NH:98][C:99]([O:101][C:102]([CH3:105])([CH3:104])[CH3:103])=[O:100])[CH2:85]3)[N:71]=2)[CH2:57]1)=[O:54])([CH3:49])([CH3:50])[CH3:51], predict the reactants needed to synthesize it. The reactants are: [OH:1][C:2]1[C:11]2[C:6](=[CH:7][CH:8]=[CH:9][CH:10]=2)[CH:5]=[CH:4][C:3]=1[C:12]([OH:14])=O.C(N(C(C)C)C(C)C)C.F[P-](F)(F)(F)(F)F.N1(OC(N(C)C)=[N+](C)C)C2C=CC=CC=2N=N1.[C:48]([O:52][C:53]([NH:55][C@@H:56]1[CH2:61][C@H:60]([NH:62][C:63]([O:65][C:66]([CH3:69])([CH3:68])[CH3:67])=[O:64])[CH2:59][N:58]([C:70]2[CH:75]=[C:74]([NH:76][C:77]3[CH:82]=[CH:81][C:80]([NH2:83])=[CH:79][CH:78]=3)[CH:73]=[C:72]([N:84]3[CH2:89][C@@H:88]([NH:90][C:91]([O:93][C:94]([CH3:97])([CH3:96])[CH3:95])=[O:92])[CH2:87][C@@H:86]([NH:98][C:99]([O:101][C:102]([CH3:105])([CH3:104])[CH3:103])=[O:100])[CH2:85]3)[N:71]=2)[CH2:57]1)=[O:54])([CH3:51])([CH3:50])[CH3:49]. (4) Given the product [OH:30][CH2:29][CH2:28][CH2:27][N:26]([CH:23]([CH3:25])[CH3:24])[C:18]([C:12]1[S:13][C:14]2[CH2:15][CH2:16][O:17][C:8]3[CH:7]=[C:6]([C:4]4[CH:3]=[N:2][NH:1][CH:5]=4)[CH:22]=[CH:21][C:9]=3[C:10]=2[N:11]=1)=[O:20], predict the reactants needed to synthesize it. The reactants are: [NH:1]1[CH:5]=[C:4]([C:6]2[CH:22]=[CH:21][C:9]3[C:10]4[N:11]=[C:12]([C:18]([OH:20])=O)[S:13][C:14]=4[CH2:15][CH2:16][O:17][C:8]=3[CH:7]=2)[CH:3]=[N:2]1.[CH:23]([NH:26][CH2:27][CH2:28][CH2:29][OH:30])([CH3:25])[CH3:24]. (5) Given the product [C:24]([OH:31])(=[O:30])/[CH:25]=[CH:26]/[C:27]([OH:29])=[O:28].[C:1]1([C@@H:7]([O:13][C:14]2[CH:15]=[CH:16][C:17]([C:20]([F:21])([F:22])[F:23])=[CH:18][CH:19]=2)[CH2:8][CH2:9][CH2:10][CH2:11][NH2:12])[CH:6]=[CH:5][CH:4]=[CH:3][CH:2]=1, predict the reactants needed to synthesize it. The reactants are: [C:1]1([C@@H:7]([O:13][C:14]2[CH:19]=[CH:18][C:17]([C:20]([F:23])([F:22])[F:21])=[CH:16][CH:15]=2)[CH2:8][CH2:9][CH2:10][CH2:11][NH2:12])[CH:6]=[CH:5][CH:4]=[CH:3][CH:2]=1.[C:24]([OH:31])(=[O:30])/[CH:25]=[CH:26]/[C:27]([OH:29])=[O:28].